Dataset: HIV replication inhibition screening data with 41,000+ compounds from the AIDS Antiviral Screen. Task: Binary Classification. Given a drug SMILES string, predict its activity (active/inactive) in a high-throughput screening assay against a specified biological target. The compound is CC1=C(C#N)c2nc3ccccc3n2C(=O)C1(C)CCO. The result is 0 (inactive).